From a dataset of Peptide-MHC class II binding affinity with 134,281 pairs from IEDB. Regression. Given a peptide amino acid sequence and an MHC pseudo amino acid sequence, predict their binding affinity value. This is MHC class II binding data. (1) The MHC is DRB1_0101 with pseudo-sequence DRB1_0101. The binding affinity (normalized) is 0.549. The peptide sequence is EHRWREIYNMVKFRM. (2) The peptide sequence is GCGLFGKGSIVACAK. The MHC is DRB1_1101 with pseudo-sequence DRB1_1101. The binding affinity (normalized) is 0. (3) The peptide sequence is SVYLSDNGVMSEQGS. The MHC is H-2-IAb with pseudo-sequence H-2-IAb. The binding affinity (normalized) is 0.0566. (4) The peptide sequence is VFSPGRKNGSFIIDG. The MHC is HLA-DQA10501-DQB10302 with pseudo-sequence HLA-DQA10501-DQB10302. The binding affinity (normalized) is 0.246.